This data is from NCI-60 drug combinations with 297,098 pairs across 59 cell lines. The task is: Regression. Given two drug SMILES strings and cell line genomic features, predict the synergy score measuring deviation from expected non-interaction effect. (1) Drug 1: COC1=C(C=C2C(=C1)N=CN=C2NC3=CC(=C(C=C3)F)Cl)OCCCN4CCOCC4. Drug 2: CCCS(=O)(=O)NC1=C(C(=C(C=C1)F)C(=O)C2=CNC3=C2C=C(C=N3)C4=CC=C(C=C4)Cl)F. Cell line: SK-OV-3. Synergy scores: CSS=36.8, Synergy_ZIP=-3.20, Synergy_Bliss=0.152, Synergy_Loewe=-9.70, Synergy_HSA=-0.315. (2) Drug 1: CC1=C(N=C(N=C1N)C(CC(=O)N)NCC(C(=O)N)N)C(=O)NC(C(C2=CN=CN2)OC3C(C(C(C(O3)CO)O)O)OC4C(C(C(C(O4)CO)O)OC(=O)N)O)C(=O)NC(C)C(C(C)C(=O)NC(C(C)O)C(=O)NCCC5=NC(=CS5)C6=NC(=CS6)C(=O)NCCC[S+](C)C)O. Drug 2: C1CN(P(=O)(OC1)NCCCl)CCCl. Cell line: A498. Synergy scores: CSS=18.9, Synergy_ZIP=-4.22, Synergy_Bliss=-2.18, Synergy_Loewe=-23.2, Synergy_HSA=-1.10. (3) Drug 1: CC1=C(C=C(C=C1)C(=O)NC2=CC(=CC(=C2)C(F)(F)F)N3C=C(N=C3)C)NC4=NC=CC(=N4)C5=CN=CC=C5. Drug 2: CCC1=C2CN3C(=CC4=C(C3=O)COC(=O)C4(CC)O)C2=NC5=C1C=C(C=C5)O. Cell line: SR. Synergy scores: CSS=50.3, Synergy_ZIP=2.18, Synergy_Bliss=2.20, Synergy_Loewe=-36.5, Synergy_HSA=1.31. (4) Drug 1: CN1C(=O)N2C=NC(=C2N=N1)C(=O)N. Drug 2: C(CN)CNCCSP(=O)(O)O. Cell line: HCT-15. Synergy scores: CSS=9.34, Synergy_ZIP=11.8, Synergy_Bliss=10.5, Synergy_Loewe=3.25, Synergy_HSA=1.79. (5) Drug 1: C1CCN(CC1)CCOC2=CC=C(C=C2)C(=O)C3=C(SC4=C3C=CC(=C4)O)C5=CC=C(C=C5)O. Drug 2: C(CN)CNCCSP(=O)(O)O. Cell line: A549. Synergy scores: CSS=-0.577, Synergy_ZIP=2.88, Synergy_Bliss=4.13, Synergy_Loewe=-1.89, Synergy_HSA=-1.88.